Task: Regression. Given two drug SMILES strings and cell line genomic features, predict the synergy score measuring deviation from expected non-interaction effect.. Dataset: NCI-60 drug combinations with 297,098 pairs across 59 cell lines (1) Drug 1: CC1CCC2CC(C(=CC=CC=CC(CC(C(=O)C(C(C(=CC(C(=O)CC(OC(=O)C3CCCCN3C(=O)C(=O)C1(O2)O)C(C)CC4CCC(C(C4)OC)OCCO)C)C)O)OC)C)C)C)OC. Drug 2: CCC1(C2=C(COC1=O)C(=O)N3CC4=CC5=C(C=CC(=C5CN(C)C)O)N=C4C3=C2)O.Cl. Cell line: SK-MEL-28. Synergy scores: CSS=20.0, Synergy_ZIP=-5.58, Synergy_Bliss=2.15, Synergy_Loewe=0.486, Synergy_HSA=0.649. (2) Drug 1: CCCS(=O)(=O)NC1=C(C(=C(C=C1)F)C(=O)C2=CNC3=C2C=C(C=N3)C4=CC=C(C=C4)Cl)F. Drug 2: C1=NC2=C(N=C(N=C2N1C3C(C(C(O3)CO)O)F)Cl)N. Cell line: PC-3. Synergy scores: CSS=22.2, Synergy_ZIP=5.99, Synergy_Bliss=8.35, Synergy_Loewe=-2.35, Synergy_HSA=7.12. (3) Drug 1: CN(C)N=NC1=C(NC=N1)C(=O)N. Drug 2: C1=CN(C(=O)N=C1N)C2C(C(C(O2)CO)O)O.Cl. Cell line: SNB-19. Synergy scores: CSS=16.7, Synergy_ZIP=-10.5, Synergy_Bliss=-1.25, Synergy_Loewe=-34.5, Synergy_HSA=-2.76.